Dataset: Drug-target binding data from BindingDB using IC50 measurements. Task: Regression. Given a target protein amino acid sequence and a drug SMILES string, predict the binding affinity score between them. We predict pIC50 (pIC50 = -log10(IC50 in M); higher means more potent). Dataset: bindingdb_ic50. (1) The target protein (O15054) has sequence MHRAVDPPGARAAREAFALGGLSCAGAWSSCPPHPPPRSAWLPGGRCSASIGQPPLPAPLPPSHGSSSGHPSKPYYAPGAPTPRPLHGKLESLHGCVQALLREPAQPGLWEQLGQLYESEHDSEEATRCYHSALRYGGSFAELGPRIGRLQQAQLWNFHTGSCQHRAKVLPPLEQVWNLLHLEHKRNYGAKRGGPPVKRAAEPPVVQPVPPAALSGPSGEEGLSPGGKRRRGCNSEQTGLPPGLPLPPPPLPPPPPPPPPPPPPLPGLATSPPFQLTKPGLWSTLHGDAWGPERKGSAPPERQEQRHSLPHPYPYPAPAYTAHPPGHRLVPAAPPGPGPRPPGAESHGCLPATRPPGSDLRESRVQRSRMDSSVSPAATTACVPYAPSRPPGLPGTTTSSSSSSSSNTGLRGVEPNPGIPGADHYQTPALEVSHHGRLGPSAHSSRKPFLGAPAATPHLSLPPGPSSPPPPPCPRLLRPPPPPAWLKGPACRAAREDGEI.... The drug is CC(C)c1ccc(N(C)c2ccc3c(c2)CN[C@H]3CNc2cnccc2C(=O)O)cc1. The pIC50 is 5.3. (2) The target protein sequence is MNTQDLAKLRSIVPEMRRVRHIHFVGIGGAGMGGIAEVLANEGYQISGSDLAPNPVTQQLSQLGATIYFNHRPENVRDASVVVVSSAISADNPEIVAAHEARIPVIRRAEMLAELMRFRHGIAIAGTHGKTTTTAMVSSIYAEAGLDPTFVNGGLVKAAGVHARLGHSRYLIAEADESDASFLHLQPMVAIVTNIEADHMDTYHGDFENLKQTFINFLHNLPFYGRAVMCVDDPVIRELLPRVGRQITTYGFSDDADVRVEDYRQVGAQGHFRLVRQDKAILQVTLNAPGRHNALNAAVAVAVATEEGIDDRAILRALESFQGTGRRFDFLGEFPLAEVNGKPGSAMLIDDYGHHPTEVDATIKAARAGWPDKNLVMLFQPHRYTRTRDLYDDFANVLTQVDALLMLDVYPAGEAPIPGADSRSLCRTIRGRGKVDPILVPDSAQAAEMLASVLTGNDLVLVQGAGNIGKIARHLAEIKLIPQKTEEERHG. The drug is CC(Oc1nc2ccccc2nc1N)c1ccccc1. The pIC50 is 4.6. (3) The compound is Cn1cc(C(=O)N2CCCC(c3ccc(Cl)cc3C(F)(F)F)C2)c(N)n1. The target protein sequence is METTMGFMDDNATNTSTSFLSVLNPHGAHATSFPFNFSYSDYDMPLDEDEDVTNSRTFFAAKIVIGMALVGIMLVCGIGNFIFIAALVRYKKLRNLTNLLIANLAISDFLVAIVCCPFEMDYYVVRQLSWEHGHVLCTSVNYLRTVSLYVSTNALLAIAIDRYLAIVHPLRPRMKCQTATGLIALVWTVSILIAIPSAYFTTETVLVIVKSQEKIFCGQIWPVDQQLYYKSYFLFIFGIEFVGPVVTMTLCYARISRELWFKAVPGFQTEQIRKRLRCRRKTVLVLMCILTAYVLCWAPFYGFTIVRDFFPTVFVKEKHYLTAFYIVECIAMSNSMINTLCFVTVKNDTVKYFKKIMLLHWKASYNGGKSSADLDLKTIGMPATEEVDCIRLK. The pIC50 is 6.3. (4) The drug is CNC(=O)c1ccc(/C=C/C(=O)NCC(=O)N(C)c2ccc(OC)c(COc3cccc4ccc(C)nc34)c2OC)cc1. The target protein (O70526) has sequence MFNITSQVSALNATLAQGNSCLDAEWWSWLNTIQAPFLWVLFVLAVLENIFVLSVFFLHKSSCTVAEIYLGNLAVADLILAFGLPFWAITIANNFDWLFGEVLCRMVNTMIQMNMYSSICFLMLVSIDRYLALVKTMSMGRMRGVRWAKLYSLVIWGCALLLSSPMLVFRTMKDYRDEGHNVTACLIIYPSLTWQVFTNVLLNLVGFLLPLSIITFCTVQIMQVLRNNEMQKFKEIQTERRATVLVLAVLLLFVVCWLPFQIGTFLDTLRLLGFLPGCWEHVIDLITQISSYLAYSNSCLNPLVYVIVGKRFRKKSREVYHGLCRSGGCVSEPAQSENSMGTLRTSISVDRQIHKLQDWARSSSEGTPPGLL. The pIC50 is 7.8.